This data is from Forward reaction prediction with 1.9M reactions from USPTO patents (1976-2016). The task is: Predict the product of the given reaction. (1) Given the reactants [NH2:1][C@@H:2]([CH:4]1[CH2:9][CH2:8][N:7]([C:10]([O:12][C:13]([CH3:16])([CH3:15])[CH3:14])=[O:11])[CH2:6][CH2:5]1)[CH3:3].FC1C(F)=C(F)C(F)=C(F)C=1O[C:21]1[N:26]=[C:25]([C:27]2[C:35]3[C:30](=[N:31][CH:32]=[C:33]([C:36]([F:39])([F:38])[F:37])[CH:34]=3)[N:29]([S:40]([C:43]3[CH:49]=[CH:48][C:46]([CH3:47])=[CH:45][CH:44]=3)(=[O:42])=[O:41])[CH:28]=2)[C:24]([C:50]#[N:51])=[CH:23][N:22]=1, predict the reaction product. The product is: [C:50]([C:24]1[C:25]([C:27]2[C:35]3[C:30](=[N:31][CH:32]=[C:33]([C:36]([F:38])([F:37])[F:39])[CH:34]=3)[N:29]([S:40]([C:43]3[CH:49]=[CH:48][C:46]([CH3:47])=[CH:45][CH:44]=3)(=[O:42])=[O:41])[CH:28]=2)=[N:26][C:21]([NH:1][C@@H:2]([CH:4]2[CH2:5][CH2:6][N:7]([C:10]([O:12][C:13]([CH3:15])([CH3:14])[CH3:16])=[O:11])[CH2:8][CH2:9]2)[CH3:3])=[N:22][CH:23]=1)#[N:51]. (2) Given the reactants [CH:1]([C:4]1[N:8]=[C:7]([C:9]2[C:17]3[CH2:16][CH2:15][O:14][CH2:13][C:12]=3[S:11][C:10]=2[NH2:18])[O:6][N:5]=1)([CH3:3])[CH3:2].[CH:19]12[CH2:26][CH2:25][CH:22]([CH2:23][CH2:24]1)[C:21]1[C:27]([O:29][C:30](=[O:31])[C:20]2=1)=[O:28], predict the reaction product. The product is: [CH:1]([C:4]1[N:8]=[C:7]([C:9]2[C:17]3[CH2:16][CH2:15][O:14][CH2:13][C:12]=3[S:11][C:10]=2[NH:18][C:30]([C:20]2[CH:19]3[CH2:26][CH2:25][CH:22]([CH2:23][CH2:24]3)[C:21]=2[C:27]([OH:29])=[O:28])=[O:31])[O:6][N:5]=1)([CH3:3])[CH3:2]. (3) Given the reactants [C:1]([O:5][C:6]([N:8]1[CH2:12][C:11](=O)[CH2:10][C@H:9]1[C:14]([OH:16])=[O:15])=[O:7])([CH3:4])([CH3:3])[CH3:2].Cl.[CH3:18][O:19][NH2:20].C(N(CC)CC)C, predict the reaction product. The product is: [C:1]([O:5][C:6]([N:8]1[CH2:12][C:11](=[N:20][O:19][CH3:18])[CH2:10][C@H:9]1[C:14]([OH:16])=[O:15])=[O:7])([CH3:4])([CH3:3])[CH3:2]. (4) Given the reactants C([Li])CCC.C(P([CH2:12][S:13]([O:16][CH2:17][CH3:18])(=[O:15])=[O:14])(CC)=O)C.[Cl:19][C:20]1[S:24][C:23]([CH:25]=O)=[CH:22][CH:21]=1, predict the reaction product. The product is: [CH2:17]([O:16][S:13]([CH:12]=[CH:25][C:23]1[S:24][C:20]([Cl:19])=[CH:21][CH:22]=1)(=[O:14])=[O:15])[CH3:18]. (5) Given the reactants [CH3:1][C:2]1[CH:7]=[CH:6][C:5]([S:8]([O:11][CH2:12][CH:13]2[O:17][C:16](=[O:18])[N:15]([CH2:19][C:20]3[CH:25]=[CH:24][C:23](F)=[CH:22][CH:21]=3)[CH2:14]2)(=[O:10])=[O:9])=[CH:4][CH:3]=1.O[CH2:28]C1OC(=O)N(CCC2C=CC=CC=2)C1.FC1C=CC(CN2CC(CO)OC2=O)=CC=1, predict the reaction product. The product is: [CH3:1][C:2]1[CH:3]=[CH:4][C:5]([S:8]([O:11][CH2:12][CH:13]2[O:17][C:16](=[O:18])[N:15]([CH2:19][CH2:20][C:21]3[CH:22]=[CH:23][CH:24]=[CH:25][CH:28]=3)[CH2:14]2)(=[O:10])=[O:9])=[CH:6][CH:7]=1.